Dataset: Full USPTO retrosynthesis dataset with 1.9M reactions from patents (1976-2016). Task: Predict the reactants needed to synthesize the given product. (1) Given the product [O:14]=[C:13]1[C:12]2([CH2:19][CH2:18][NH:17][CH2:16][CH2:15]2)[N:11]([C:27]2[CH:28]=[CH:29][CH:30]=[CH:31][CH:32]=2)[CH2:10][N:9]1[CH2:8][C:7]1[CH:6]=[C:5]([CH:35]=[CH:34][CH:33]=1)[C:3]([O:2][CH3:1])=[O:4], predict the reactants needed to synthesize it. The reactants are: [CH3:1][O:2][C:3]([C:5]1[CH:6]=[C:7]([CH:33]=[CH:34][CH:35]=1)[CH2:8][N:9]1[C:13](=[O:14])[C:12]2([CH2:19][CH2:18][N:17](C(OC(C)(C)C)=O)[CH2:16][CH2:15]2)[N:11]([C:27]2[CH:32]=[CH:31][CH:30]=[CH:29][CH:28]=2)[CH2:10]1)=[O:4]. (2) Given the product [C:93]([C:97]([C:99]([C:105]([F:108])([F:107])[F:106])([C:101]([F:104])([F:103])[F:102])[F:100])([O:114][CH3:115])[F:1])([F:96])([F:95])[F:94].[F:94][C:93]([F:96])([F:95])[C:97]([F:1])([O:114][CH3:115])[C:99]([F:100])([C:105]([F:108])([F:107])[F:106])[C:101]([F:104])([F:103])[F:102], predict the reactants needed to synthesize it. The reactants are: [F-:1].[K+].CCCCCCCCCC[N+](CCCCCCCCCC)(CCCCCCCCCC)C.CCCCCCCCC[N+](CCCCCCCCC)(CCCCCCCCC)C.CCCCCCCC[N+](CCCCCCCC)(CCCCCCCC)C.[Cl-].[Cl-].[Cl-].[C:93]([C:97]([C:99]([C:105]([F:108])([F:107])[F:106])([C:101]([F:104])([F:103])[F:102])[F:100])=O)([F:96])([F:95])[F:94].S([O:114][CH3:115])(OC)(=O)=O.[OH-].[K+]. (3) Given the product [CH:42]([N:37]([CH2:38][CH3:39])[CH:10]([CH3:9])[CH3:11])([CH3:41])[CH3:32], predict the reactants needed to synthesize it. The reactants are: CS(Cl)(=O)=O.C1(C)C(S(Cl)(=O)=O)=C[CH:9]=[CH:10][CH:11]=1.FC(F)(F)S(OS(C(F)(F)F)(=O)=O)(=O)=O.[CH2:32](OCC)C.[N:37]1[CH:42]=[CH:41]C=[CH:39][CH:38]=1. (4) Given the product [F:28][C:24]1[CH:23]=[C:22]2[C:27]([C:19]([C:17]3[CH:16]=[CH:15][C:13]4[NH:14][C:10]([CH2:9][NH:7][CH3:6])=[N:11][C:12]=4[CH:18]=3)=[CH:20][NH:21]2)=[CH:26][CH:25]=1, predict the reactants needed to synthesize it. The reactants are: C(O[C:6](=O)[N:7]([CH2:9][C:10]1[NH:14][C:13]2[CH:15]=[CH:16][C:17]([C:19]3[C:27]4[C:22](=[CH:23][C:24]([F:28])=[CH:25][CH:26]=4)[NH:21][CH:20]=3)=[CH:18][C:12]=2[N:11]=1)C)(C)(C)C.Cl. (5) Given the product [F:1][C:2]1[C:7]([O:8][CH3:9])=[CH:6][C:5]([NH:10][C:11]2[CH:16]=[CH:15][C:14]([N:17]3[CH2:18][CH2:19][N:20]([CH2:26][C:27]([CH3:34])([CH3:32])[C:28]([O:30][CH3:31])=[O:29])[CH2:21][CH2:22]3)=[CH:13][CH:12]=2)=[C:4]([N+:23]([O-:25])=[O:24])[CH:3]=1, predict the reactants needed to synthesize it. The reactants are: [F:1][C:2]1[C:7]([O:8][CH3:9])=[CH:6][C:5]([NH:10][C:11]2[CH:16]=[CH:15][C:14]([N:17]3[CH2:22][CH2:21][NH:20][CH2:19][CH2:18]3)=[CH:13][CH:12]=2)=[C:4]([N+:23]([O-:25])=[O:24])[CH:3]=1.[CH3:26][C:27]([CH3:34])([CH:32]=O)[C:28]([O:30][CH3:31])=[O:29].